Task: Predict the reaction yield, written as a fraction of the theoretical maximum amount of product (1.0 means a 100% yield; for example, 0.34 means a 34% yield).. Dataset: Reaction yield outcomes from USPTO patents with 853,638 reactions (1) The reactants are [CH3:1][O:2][C:3]1[CH:4]=[C:5]2[C:10](=[CH:11][C:12]=1[O:13][CH3:14])[N:9]=[CH:8][CH:7]=[C:6]2[O:15][C:16]1[CH:22]=[CH:21][C:19]([NH2:20])=[C:18]([CH3:23])[C:17]=1[CH3:24].C1(C)C=CC=CC=1.C(N(CC)CC)C.Cl[C:40](Cl)([O:42]C(=O)OC(Cl)(Cl)Cl)Cl.[F:51][C:52]1[CH:60]=[CH:59][CH:58]=[CH:57][C:53]=1[CH:54]([OH:56])[CH3:55]. The catalyst is C(Cl)Cl. The product is [CH3:1][O:2][C:3]1[CH:4]=[C:5]2[C:10](=[CH:11][C:12]=1[O:13][CH3:14])[N:9]=[CH:8][CH:7]=[C:6]2[O:15][C:16]1[CH:22]=[CH:21][C:19]([NH:20][C:40](=[O:42])[O:56][CH:54]([C:53]2[CH:57]=[CH:58][CH:59]=[CH:60][C:52]=2[F:51])[CH3:55])=[C:18]([CH3:23])[C:17]=1[CH3:24]. The yield is 0.730. (2) The reactants are [N:1]1([CH2:6][CH2:7][OH:8])[CH:5]=[CH:4][N:3]=[CH:2]1.[CH:9]1[C:18]2[C:13](=[CH:14][CH:15]=[CH:16][CH:17]=2)[CH:12]=[CH:11][C:10]=1[C:19](Cl)=[O:20]. No catalyst specified. The product is [CH:9]1[C:18]2[C:13](=[CH:14][CH:15]=[CH:16][CH:17]=2)[CH:12]=[CH:11][C:10]=1[C:19]([O:8][CH2:7][CH2:6][N:1]1[CH:5]=[CH:4][N:3]=[CH:2]1)=[O:20]. The yield is 0.810. (3) The reactants are [F:1][C:2]1[CH:3]=[CH:4][C:5]([C:18]([O:20][CH3:21])=[O:19])=[N:6][C:7]=1[CH:8]1[CH2:17][CH2:16][C:11]2(OCC[O:12]2)[CH2:10][CH2:9]1.C(O)(=O)C(O)=O.C([O-])(O)=O.[Na+].C(OCC)(=O)C. The catalyst is CC(C)=O.O.[Cl-].[Na+].O. The product is [F:1][C:2]1[CH:3]=[CH:4][C:5]([C:18]([O:20][CH3:21])=[O:19])=[N:6][C:7]=1[CH:8]1[CH2:9][CH2:10][C:11](=[O:12])[CH2:16][CH2:17]1. The yield is 0.980. (4) The yield is 0.390. The reactants are CS([C:5]1[S:6][C:7]2[CH:13]=[CH:12][CH:11]=[CH:10][C:8]=2[N:9]=1)(=O)=O.[Cl:14][C:15]1[CH:16]=[C:17]([CH:31]=[CH:32][C:33]=1[Cl:34])[CH2:18][N:19]1[CH2:24][CH2:23][N:22]([CH2:25][CH:26]([NH2:30])[CH:27]([CH3:29])[CH3:28])[CH2:21][CH2:20]1. No catalyst specified. The product is [S:6]1[C:7]2[CH:13]=[CH:12][CH:11]=[CH:10][C:8]=2[N:9]=[C:5]1[NH:30][CH:26]([CH2:25][N:22]1[CH2:23][CH2:24][N:19]([CH2:18][C:17]2[CH:31]=[CH:32][C:33]([Cl:34])=[C:15]([Cl:14])[CH:16]=2)[CH2:20][CH2:21]1)[CH:27]([CH3:29])[CH3:28]. (5) The reactants are C(=O)([O-])[O-].[K+].[K+].Br[CH2:8][CH2:9][F:10].[C:11]([O:15][C:16]([N:18]1[CH2:23][CH2:22][NH:21][CH2:20][CH2:19]1)=[O:17])([CH3:14])([CH3:13])[CH3:12]. The catalyst is C(#N)C. The product is [C:11]([O:15][C:16]([N:18]1[CH2:23][CH2:22][N:21]([CH2:8][CH2:9][F:10])[CH2:20][CH2:19]1)=[O:17])([CH3:14])([CH3:12])[CH3:13]. The yield is 0.570. (6) The catalyst is CN(C=O)C. The yield is 0.130. The product is [CH2:1]([C@@:4]1([C:17]2[CH:22]=[CH:21][C:20]([F:23])=[CH:19][CH:18]=2)[O:9][C:8](=[O:10])[N:7]([C@H:11]2[CH2:16][CH2:15][CH2:14][N:13]([CH2:24][C:25]3[CH:30]=[CH:29][CH:28]=[CH:27][CH:26]=3)[CH2:12]2)[CH2:6][CH2:5]1)[CH:2]=[CH2:3]. The reactants are [CH2:1]([C@@:4]1([C:17]2[CH:22]=[CH:21][C:20]([F:23])=[CH:19][CH:18]=2)[O:9][C:8](=[O:10])[N:7]([C@H:11]2[CH2:16][CH2:15][CH2:14][NH:13][CH2:12]2)[CH2:6][CH2:5]1)[CH:2]=[CH2:3].[CH2:24](Br)[C:25]1[CH:30]=[CH:29][CH:28]=[CH:27][CH:26]=1.C([O-])([O-])=O.[K+].[K+]. (7) The yield is 0.425. The catalyst is O1CCOCC1.C1C=CC([P]([Pd]([P](C2C=CC=CC=2)(C2C=CC=CC=2)C2C=CC=CC=2)([P](C2C=CC=CC=2)(C2C=CC=CC=2)C2C=CC=CC=2)[P](C2C=CC=CC=2)(C2C=CC=CC=2)C2C=CC=CC=2)(C2C=CC=CC=2)C2C=CC=CC=2)=CC=1. The product is [CH3:11][C:8]1[N:7]([CH2:12][C:13]2[CH:18]=[CH:17][CH:16]=[C:15]([C:19]([F:20])([F:22])[F:21])[C:14]=2[CH3:23])[C:6]2[CH:5]=[C:4]([N:24]3[CH2:25][CH2:26][O:27][CH2:28][CH2:29]3)[CH:3]=[C:2]([CH3:30])[C:10]=2[N:9]=1. The reactants are Br[C:2]1[C:10]2[N:9]=[C:8]([CH3:11])[N:7]([CH2:12][C:13]3[CH:18]=[CH:17][CH:16]=[C:15]([C:19]([F:22])([F:21])[F:20])[C:14]=3[CH3:23])[C:6]=2[CH:5]=[C:4]([N:24]2[CH2:29][CH2:28][O:27][CH2:26][CH2:25]2)[CH:3]=1.[CH3:30]B1OB(C)OB(C)O1.C(=O)([O-])[O-].[K+].[K+].O.